Dataset: Full USPTO retrosynthesis dataset with 1.9M reactions from patents (1976-2016). Task: Predict the reactants needed to synthesize the given product. (1) Given the product [Cl:13][C:14]1[C:15]([C:31]#[N:32])=[C:16]([CH:28]=[CH:29][CH:30]=1)[O:17][C:18]1[CH:19]=[CH:20][C:21]([S:24]([NH:1][C:2]2[S:3][C:4]([CH3:12])=[C:5]([CH2:7][C:8]([O:10][CH3:11])=[O:9])[N:6]=2)(=[O:25])=[O:26])=[CH:22][CH:23]=1, predict the reactants needed to synthesize it. The reactants are: [NH2:1][C:2]1[S:3][C:4]([CH3:12])=[C:5]([CH2:7][C:8]([O:10][CH3:11])=[O:9])[N:6]=1.[Cl:13][C:14]1[C:15]([C:31]#[N:32])=[C:16]([CH:28]=[CH:29][CH:30]=1)[O:17][C:18]1[CH:23]=[CH:22][C:21]([S:24](Cl)(=[O:26])=[O:25])=[CH:20][CH:19]=1. (2) Given the product [ClH:50].[CH:1]1([C:4]2[CH:5]=[N:6][C:7]3[C:12]([C:13]=2[CH2:14][N:15]2[C:21](=[O:22])[C@@H:20]([NH:23][C:24](=[O:36])[C@@H:25]([NH:27][CH3:28])[CH3:26])[C@H:19]([CH3:37])[N:18]([C:38]([CH:40]4[CH2:41][CH2:42][O:43][CH2:44][CH2:45]4)=[O:39])[C:17]4[CH:46]=[CH:47][CH:48]=[CH:49][C:16]2=4)=[CH:11][CH:10]=[CH:9][CH:8]=3)[CH2:2][CH2:3]1, predict the reactants needed to synthesize it. The reactants are: [CH:1]1([C:4]2[CH:5]=[N:6][C:7]3[C:12]([C:13]=2[CH2:14][N:15]2[C:21](=[O:22])[C@@H:20]([NH:23][C:24](=[O:36])[C@@H:25]([N:27](C)[C:28](=O)OC(C)(C)C)[CH3:26])[C@H:19]([CH3:37])[N:18]([C:38]([CH:40]4[CH2:45][CH2:44][O:43][CH2:42][CH2:41]4)=[O:39])[C:17]4[CH:46]=[CH:47][CH:48]=[CH:49][C:16]2=4)=[CH:11][CH:10]=[CH:9][CH:8]=3)[CH2:3][CH2:2]1.[ClH:50]. (3) Given the product [S:1]1[CH:5]=[CH:4][C:3]([C:6]([O:8][CH2:17][CH:18]([CH3:21])[CH3:19])=[O:7])=[C:2]1[C:9]([O:11][CH2:2][CH:3]([CH3:6])[CH3:4])=[O:10], predict the reactants needed to synthesize it. The reactants are: [S:1]1[CH:5]=[CH:4][C:3]([C:6]([OH:8])=[O:7])=[C:2]1[C:9]([OH:11])=[O:10].Cl[Si](C)(C)C.[CH3:17][CH:18]([CH3:21])[CH2:19]O. (4) Given the product [Cl:44][C:39]1[CH:40]=[C:41]([O:42][CH3:43])[C:35]2[O:34][CH:33]([CH2:32][NH2:29])[CH2:37][C:36]=2[CH:38]=1, predict the reactants needed to synthesize it. The reactants are: CC1C=CC(S(OCC2CC3C=C(Cl)C=C(OC)C=3O2)(=O)=O)=CC=1.[N-]=[N+]=[N-].[Na+].[N:29]([CH2:32][CH:33]1[CH2:37][C:36]2[CH:38]=[C:39]([Cl:44])[CH:40]=[C:41]([O:42][CH3:43])[C:35]=2[O:34]1)=[N+]=[N-].[N-]=[N+]=[N-].